This data is from Reaction yield outcomes from USPTO patents with 853,638 reactions. The task is: Predict the reaction yield, written as a fraction of the theoretical maximum amount of product (1.0 means a 100% yield; for example, 0.34 means a 34% yield). (1) The reactants are Cl[C:2]1[CH:7]=[CH:6][N:5]=[C:4]([S:8][CH3:9])[N:3]=1.[N:10]1[CH:15]=[CH:14][CH:13]=[C:12](B(O)O)[CH:11]=1.C([O-])([O-])=O.[Na+].[Na+].C1(P(C2C=CC=CC=2)C2C=CC=CC=2)C=CC=CC=1. The catalyst is C(O)CC.CC([O-])=O.CC([O-])=O.[Pd+2]. The product is [CH3:9][S:8][C:4]1[N:3]=[C:2]([C:12]2[CH:11]=[N:10][CH:15]=[CH:14][CH:13]=2)[CH:7]=[CH:6][N:5]=1. The yield is 0.930. (2) The reactants are N(C(OC(C)C)=O)=NC(OC(C)C)=O.[Si:15]([O:22][C@H:23]([C@@H:25](O)[CH2:26][CH2:27][CH2:28][CH2:29][CH2:30][CH3:31])[CH3:24])([C:18]([CH3:21])([CH3:20])[CH3:19])([CH3:17])[CH3:16].[Cl:33][C:34]1[N:42]=[CH:41][N:40]=[C:39]2[C:35]=1[N:36]=[CH:37][NH:38]2.C1(P(C2C=CC=CC=2)C2C=CC=CC=2)C=CC=CC=1. The catalyst is O1CCCC1. The product is [Si:15]([O:22][C@H:23]([C@H:25]([N:38]1[CH:37]=[N:36][C:35]2[C:39]1=[N:40][CH:41]=[N:42][C:34]=2[Cl:33])[CH2:26][CH2:27][CH2:28][CH2:29][CH2:30][CH3:31])[CH3:24])([C:18]([CH3:21])([CH3:20])[CH3:19])([CH3:17])[CH3:16]. The yield is 0.220. (3) The reactants are C(N(CC)CC)C.[CH2:8]([OH:16])[CH2:9][CH2:10][CH2:11][CH2:12][CH2:13][CH2:14][CH3:15].[CH3:17][S:18](Cl)(=[O:20])=[O:19]. The catalyst is ClCCl. The product is [CH3:17][S:18]([C:8](=[O:16])[CH2:9][CH2:10][CH2:11][CH2:12][CH2:13][CH2:14][CH3:15])(=[O:20])=[O:19]. The yield is 0.970. (4) The reactants are C[Si]([C:5]#[N:6])(C)C.Cl.[CH3:8][S:9]([C:12]1[CH:17]=[CH:16][C:15]([NH2:18])=[CH:14][CH:13]=1)(=[O:11])=[O:10].[C:19]1(=O)[CH2:22][CH2:21][CH2:20]1.S([O-])([O-])(=O)=O.[Na+].[Na+]. The catalyst is CN(C=O)C. The product is [CH3:8][S:9]([C:12]1[CH:17]=[CH:16][C:15]([NH:18][C:19]2([C:5]#[N:6])[CH2:22][CH2:21][CH2:20]2)=[CH:14][CH:13]=1)(=[O:10])=[O:11]. The yield is 0.220. (5) The reactants are [C:1]1([C:23]2[CH:28]=[CH:27][CH:26]=[CH:25][CH:24]=2)[CH:6]=[CH:5][C:4]([CH2:7][N:8]2[C:13](=[O:14])[CH:12]=[C:11]([OH:15])[N:10]=[C:9]2[CH2:16][C:17]2[CH:22]=[CH:21][CH:20]=[CH:19][CH:18]=2)=[CH:3][CH:2]=1.[Na].Cl.C1(C2C=CC=CC=2)C=CC(CN[C:39](=[NH:47])CC2C=CC=CC=2)=CC=1.C(OCC)(=O)[CH2:55][C:56]([O:58]CC)=[O:57].C[O:66]C(O)C. The catalyst is Cl. The product is [C:1]1([C:23]2[CH:28]=[CH:27][CH:26]=[CH:25][CH:24]=2)[CH:6]=[CH:5][C:4]([CH2:7][N:8]2[C:13](=[O:14])[C:12]([C:39]([NH:47][CH2:55][C:56]([OH:58])=[O:57])=[O:66])=[C:11]([OH:15])[N:10]=[C:9]2[CH2:16][C:17]2[CH:22]=[CH:21][CH:20]=[CH:19][CH:18]=2)=[CH:3][CH:2]=1. The yield is 0.430. (6) The reactants are [CH3:1][N:2]([CH3:32])[C:3]([C:5]1[N:26]([CH:27]2[CH2:31][CH2:30][CH2:29][CH2:28]2)[C:8]2[N:9]=[C:10]([NH:13][C:14]3[CH:19]=[CH:18][C:17]([N:20]4[CH2:25][CH2:24][NH:23][CH2:22][CH2:21]4)=[CH:16][N:15]=3)[N:11]=[CH:12][C:7]=2[CH:6]=1)=[O:4].[CH3:33][C:34]1([CH3:37])[CH2:36][O:35]1. No catalyst specified. The product is [CH3:1][N:2]([CH3:32])[C:3]([C:5]1[N:26]([CH:27]2[CH2:31][CH2:30][CH2:29][CH2:28]2)[C:8]2[N:9]=[C:10]([NH:13][C:14]3[CH:19]=[CH:18][C:17]([N:20]4[CH2:21][CH2:22][N:23]([CH2:33][C:34]([OH:35])([CH3:37])[CH3:36])[CH2:24][CH2:25]4)=[CH:16][N:15]=3)[N:11]=[CH:12][C:7]=2[CH:6]=1)=[O:4]. The yield is 0.290. (7) The reactants are [CH3:1][C:2]1[O:6][N:5]=[C:4]([C:7]2[CH:12]=[CH:11][CH:10]=[CH:9][CH:8]=2)[C:3]=1[CH2:13][O:14][C:15]1[CH:23]=[CH:22][C:18]([C:19]([OH:21])=O)=[CH:17][N:16]=1.[S:24]1[CH2:28][CH2:27][NH:26][CH2:25]1. No catalyst specified. The product is [CH3:1][C:2]1[O:6][N:5]=[C:4]([C:7]2[CH:8]=[CH:9][CH:10]=[CH:11][CH:12]=2)[C:3]=1[CH2:13][O:14][C:15]1[N:16]=[CH:17][C:18]([C:19]([N:26]2[CH2:27][CH2:28][S:24][CH2:25]2)=[O:21])=[CH:22][CH:23]=1. The yield is 0.280.